This data is from Catalyst prediction with 721,799 reactions and 888 catalyst types from USPTO. The task is: Predict which catalyst facilitates the given reaction. (1) Reactant: [C:1]([NH:8][CH2:9][CH2:10][CH2:11]C(O)=O)([O:3][C:4]([CH3:7])([CH3:6])[CH3:5])=[O:2].C1([N:21]=[C:22]=[N:23][CH:24]2CCCCC2)CCCCC1.NN.[NH:32]=C(CCC)C(OCC)=O. Product: [C:4]([O:3][C:1]([NH:8][CH2:9][CH2:10][CH2:11][N:32]1[CH:24]=[N:23][CH:22]=[N:21]1)=[O:2])([CH3:7])([CH3:6])[CH3:5]. The catalyst class is: 2. (2) Reactant: [CH:1]1([NH:4][C:5](=[O:32])[C:6]2[CH:11]=[CH:10][C:9]([CH3:12])=[C:8]([C:13]3[CH:14]=[C:15]4[C:20](=[CH:21][CH:22]=3)[N:19]=[C:18]([NH:23][CH2:24][CH2:25][N:26]3[CH2:31][CH2:30][NH:29][CH2:28][CH2:27]3)[N:17]=[CH:16]4)[CH:7]=2)[CH2:3][CH2:2]1.[C:33](O[BH-](OC(=O)C)OC(=O)C)(=O)C.[Na+].C=O.O.C(=O)(O)[O-].[Na+]. Product: [CH:1]1([NH:4][C:5](=[O:32])[C:6]2[CH:11]=[CH:10][C:9]([CH3:12])=[C:8]([C:13]3[CH:14]=[C:15]4[C:20](=[CH:21][CH:22]=3)[N:19]=[C:18]([NH:23][CH2:24][CH2:25][N:26]3[CH2:27][CH2:28][N:29]([CH3:33])[CH2:30][CH2:31]3)[N:17]=[CH:16]4)[CH:7]=2)[CH2:2][CH2:3]1. The catalyst class is: 254.